The task is: Predict the reaction yield, written as a fraction of the theoretical maximum amount of product (1.0 means a 100% yield; for example, 0.34 means a 34% yield).. This data is from Reaction yield outcomes from USPTO patents with 853,638 reactions. (1) The reactants are [C:1]1([C:7]2[N:11]=[C:10]([CH2:12][CH2:13][CH2:14][C:15]([OH:17])=O)[O:9][N:8]=2)[CH:6]=[CH:5][CH:4]=[CH:3][CH:2]=1.[CH2:18]([N:23]1[C:31]2[N:30]=[CH:29][NH:28][C:27]=2[C:26](=[O:32])[NH:25]/[C:24]/1=[N:33]\[NH2:34])[CH2:19][CH2:20][CH2:21][CH3:22].F[P-](F)(F)(F)(F)F.N1(O[P+](N(C)C)(N(C)C)N(C)C)C2C=CC=CC=2N=N1.C(N(CC)CC)C. The catalyst is CN(C=O)C.O. The product is [O:32]=[C:26]1[NH:25]/[C:24](=[N:33]\[NH:34][C:15](=[O:17])[CH2:14][CH2:13][CH2:12][C:10]2[O:9][N:8]=[C:7]([C:1]3[CH:2]=[CH:3][CH:4]=[CH:5][CH:6]=3)[N:11]=2)/[N:23]([CH2:18][CH2:19][CH2:20][CH2:21][CH3:22])[C:31]2[N:30]=[CH:29][NH:28][C:27]1=2. The yield is 0.990. (2) The reactants are [O:1]=[C:2]([C:8]1[CH:13]=[CH:12][C:11]([O:14][CH2:15][CH2:16][CH2:17][C:18]([F:21])([F:20])[F:19])=[CH:10][CH:9]=1)[CH2:3][C:4]([O:6][CH3:7])=[O:5].C([O-])([O-])=O.[K+].[K+].Br[CH2:29][CH2:30]Br. The catalyst is CN(C=O)C.CCOC(C)=O. The product is [F:21][C:18]([F:19])([F:20])[CH2:17][CH2:16][CH2:15][O:14][C:11]1[CH:12]=[CH:13][C:8]([C:2]([C:3]2([C:4]([O:6][CH3:7])=[O:5])[CH2:30][CH2:29]2)=[O:1])=[CH:9][CH:10]=1. The yield is 0.610. (3) The reactants are C([O:8][C:9]1[N:17]=[C:16]([C:18]2[CH:19]=[C:20]3[C:24](=[CH:25][CH:26]=2)[N:23]([CH3:27])[CH:22]=[C:21]3[C:28]#[N:29])[C:15]([CH2:30][CH3:31])=[C:14]([O:32]CC2C=CC=CC=2)[C:10]=1[C:11]([OH:13])=[O:12])C1C=CC=CC=1. The catalyst is CCOC(C)=O.[Pd]. The product is [C:28]([C:21]1[C:20]2[C:24](=[CH:25][CH:26]=[C:18]([C:16]3[NH:17][C:9](=[O:8])[C:10]([C:11]([OH:13])=[O:12])=[C:14]([OH:32])[C:15]=3[CH2:30][CH3:31])[CH:19]=2)[N:23]([CH3:27])[CH:22]=1)#[N:29]. The yield is 0.720. (4) The reactants are [O:1]=[C:2]1[C@@H:8]([NH:9][C:10](=[O:16])[O:11][C:12]([CH3:15])([CH3:14])[CH3:13])[CH2:7][CH2:6][CH2:5][CH2:4][NH:3]1.[Li+].C[Si]([N-][Si](C)(C)C)(C)C.C1COCC1.Br[CH2:33][C:34]1[CH:39]=[CH:38][CH:37]=[CH:36][CH:35]=1. The catalyst is CN(C=O)C. The product is [CH2:33]([N:3]1[CH2:4][CH2:5][CH2:6][CH2:7][C@H:8]([NH:9][C:10](=[O:16])[O:11][C:12]([CH3:13])([CH3:15])[CH3:14])[C:2]1=[O:1])[C:34]1[CH:39]=[CH:38][CH:37]=[CH:36][CH:35]=1. The yield is 0.860.